Dataset: Peptide-MHC class II binding affinity with 134,281 pairs from IEDB. Task: Regression. Given a peptide amino acid sequence and an MHC pseudo amino acid sequence, predict their binding affinity value. This is MHC class II binding data. The peptide sequence is LEKGRLYQIKIQYQRENPTE. The MHC is DRB3_0101 with pseudo-sequence DRB3_0101. The binding affinity (normalized) is 0.252.